This data is from Reaction yield outcomes from USPTO patents with 853,638 reactions. The task is: Predict the reaction yield, written as a fraction of the theoretical maximum amount of product (1.0 means a 100% yield; for example, 0.34 means a 34% yield). (1) The reactants are Cl[S:2]([C:5]1[CH:6]=[C:7]2[C:11](=[CH:12][CH:13]=1)[NH:10][C:9](=[O:14])[CH2:8]2)(=[O:4])=[O:3].[CH3:15][NH2:16]. The catalyst is O1CCCC1. The product is [CH3:15][NH:16][S:2]([C:5]1[CH:6]=[C:7]2[C:11](=[CH:12][CH:13]=1)[NH:10][C:9](=[O:14])[CH2:8]2)(=[O:4])=[O:3]. The yield is 0.880. (2) The reactants are [N:1]1[CH:6]=[CH:5][CH:4]=[CH:3][C:2]=1[CH:7]=O.[CH2:9]([O:11][C:12](=[O:35])[CH2:13][CH2:14][CH2:15][P+](C1C=CC=CC=1)(C1C=CC=CC=1)C1C=CC=CC=1)[CH3:10].C(=O)([O-])[O-].[K+].[K+].C(OCC)(=O)C. The catalyst is O1CCOCC1.O. The product is [N:1]1[CH:6]=[CH:5][CH:4]=[CH:3][C:2]=1[CH:7]=[CH:15][CH2:14][CH2:13][C:12]([O:11][CH2:9][CH3:10])=[O:35]. The yield is 0.400. (3) The reactants are [CH2:1]([O:3][C:4]([C:6]1[S:7][C:8]([S:31][CH3:32])=[C:9]([S:11]([C:14]2[CH:15]=[C:16]([C:25]3[CH:30]=[CH:29][CH:28]=[CH:27][CH:26]=3)[CH:17]=[C:18]([O:20]C(C)(C)C)[CH:19]=2)(=[O:13])=[O:12])[CH:10]=1)=[O:5])[CH3:2]. The catalyst is C(O)(C(F)(F)F)=O.C(Cl)Cl. The product is [CH2:1]([O:3][C:4]([C:6]1[S:7][C:8]([S:31][CH3:32])=[C:9]([S:11]([C:14]2[CH:15]=[C:16]([C:25]3[CH:26]=[CH:27][CH:28]=[CH:29][CH:30]=3)[CH:17]=[C:18]([OH:20])[CH:19]=2)(=[O:13])=[O:12])[CH:10]=1)=[O:5])[CH3:2]. The yield is 0.980. (4) The reactants are [Cl:1][C:2]1[CH:3]=[C:4]([CH:9]=[CH:10][C:11]=1[CH:12]1[S:18][CH2:17][CH2:16][NH:15][C:14]2[N:19]([CH3:28])[N:20]=[C:21]([C:22]3[CH:27]=[CH:26][CH:25]=[CH:24][N:23]=3)[C:13]1=2)[C:5]([O:7]C)=O.[NH2:29][C:30]1[C:31]([CH3:36])=[N:32][CH:33]=[CH:34][CH:35]=1.C[Si]([N-][Si](C)(C)C)(C)C.[Li+]. The catalyst is C1COCC1. The product is [Cl:1][C:2]1[CH:3]=[C:4]([CH:9]=[CH:10][C:11]=1[CH:12]1[S:18][CH2:17][CH2:16][NH:15][C:14]2[N:19]([CH3:28])[N:20]=[C:21]([C:22]3[CH:27]=[CH:26][CH:25]=[CH:24][N:23]=3)[C:13]1=2)[C:5]([NH:29][C:30]1[C:31]([CH3:36])=[N:32][CH:33]=[CH:34][CH:35]=1)=[O:7]. The yield is 0.0900. (5) The reactants are [Cl:1][C:2]1[CH:3]=[C:4]([F:31])[C:5]([N:8]2[CH2:13][CH2:12][CH:11]([N:14]3[CH2:18][CH2:17][C@H:16]([O:19][C:20]4[CH:28]=[CH:27][C:23]([C:24](O)=[O:25])=[CH:22][C:21]=4[F:29])[C:15]3=[O:30])[CH2:10][CH2:9]2)=[N:6][CH:7]=1.CN(C(ON1N=NC2C=CC=NC1=2)=[N+](C)C)C.F[P-](F)(F)(F)(F)F.C(N(C(C)C)C(C)C)C.[NH:65]1[CH2:69][CH2:68][C@H:67]([OH:70])[CH2:66]1. The catalyst is CN(C=O)C.CCOC(C)=O. The product is [Cl:1][C:2]1[CH:3]=[C:4]([F:31])[C:5]([N:8]2[CH2:9][CH2:10][CH:11]([N:14]3[CH2:18][CH2:17][C@H:16]([O:19][C:20]4[CH:28]=[CH:27][C:23]([C:24]([N:65]5[CH2:69][CH2:68][C@H:67]([OH:70])[CH2:66]5)=[O:25])=[CH:22][C:21]=4[F:29])[C:15]3=[O:30])[CH2:12][CH2:13]2)=[N:6][CH:7]=1. The yield is 0.306.